Dataset: Catalyst prediction with 721,799 reactions and 888 catalyst types from USPTO. Task: Predict which catalyst facilitates the given reaction. (1) Reactant: [CH:1]1([C:5]2[CH:14]=[CH:13][C:8]([C:9]([O:11][CH3:12])=[O:10])=[CH:7][CH:6]=2)[CH2:4][CH2:3][CH2:2]1.[I:15]([O-])(=O)(=O)=O.[Na+].II.S(=O)(=O)(O)O. Product: [CH:1]1([C:5]2[CH:6]=[CH:7][C:8]([C:9]([O:11][CH3:12])=[O:10])=[CH:13][C:14]=2[I:15])[CH2:2][CH2:3][CH2:4]1. The catalyst class is: 15. (2) Reactant: [CH3:1]/[C:2](=[CH:6]\[CH2:7][CH3:8])/[C:3]([OH:5])=O.[C:9]1([C@H:15]2[CH2:19][O:18][C:17](=[O:20])[NH:16]2)[CH:14]=[CH:13][CH:12]=[CH:11][CH:10]=1.C(OC1C=CC2C(=CC=CC=2)N1C(OCC)=O)C.[Cl-].[Li+]. Product: [CH3:1]/[C:2](=[CH:6]\[CH2:7][CH3:8])/[C:3]([N:16]1[C@@H:15]([C:9]2[CH:14]=[CH:13][CH:12]=[CH:11][CH:10]=2)[CH2:19][O:18][C:17]1=[O:20])=[O:5]. The catalyst class is: 13. (3) The catalyst class is: 119. Reactant: [Cl:1][C:2]1[CH:7]=[C:6]([O:8][C:9]([F:12])([F:11])[F:10])[CH:5]=[CH:4][C:3]=1[S:13](Cl)(=[O:15])=[O:14].[NH2:17][C:18]1[CH:22]=[CH:21][S:20][C:19]=1[C:23]([O:25][CH3:26])=[O:24].N1C=CC=CC=1. Product: [Cl:1][C:2]1[CH:7]=[C:6]([O:8][C:9]([F:12])([F:11])[F:10])[CH:5]=[CH:4][C:3]=1[S:13]([NH:17][C:18]1[CH:22]=[CH:21][S:20][C:19]=1[C:23]([O:25][CH3:26])=[O:24])(=[O:15])=[O:14].